Dataset: Full USPTO retrosynthesis dataset with 1.9M reactions from patents (1976-2016). Task: Predict the reactants needed to synthesize the given product. (1) Given the product [CH2:26]([O:33][C:34](=[O:46])[NH:35][C:36]1[CH:37]=[CH:38][C:39]([C:42](=[O:45])[CH2:43][N:3]2[C:4]3[CH:9]=[CH:8][CH:7]=[CH:6][C:5]=3[N:1]=[C:2]2[C:10]2[C:11]([NH:15][CH2:16][CH2:17][C:18]#[N:19])=[N:12][O:13][N:14]=2)=[CH:40][CH:41]=1)[C:27]1[CH:28]=[CH:29][CH:30]=[CH:31][CH:32]=1, predict the reactants needed to synthesize it. The reactants are: [NH:1]1[C:5]2[CH:6]=[CH:7][CH:8]=[CH:9][C:4]=2[N:3]=[C:2]1[C:10]1[C:11]([NH:15][CH2:16][CH2:17][C:18]#[N:19])=[N:12][O:13][N:14]=1.C(=O)([O-])[O-].[K+].[K+].[CH2:26]([O:33][C:34](=[O:46])[NH:35][C:36]1[CH:41]=[CH:40][C:39]([C:42](=[O:45])[CH2:43]Br)=[CH:38][CH:37]=1)[C:27]1[CH:32]=[CH:31][CH:30]=[CH:29][CH:28]=1.O. (2) Given the product [CH3:21][C:22]1[S:23][C:24]([C:30]2[CH:35]=[CH:34][CH:33]=[CH:32][C:31]=2[C:36]([F:39])([F:37])[F:38])=[C:25]([C:27]([N:2]2[C@H:3]([CH2:7][NH:8][C:9]([C:11]3[C:20]4[O:19][CH2:18][CH2:17][O:16][C:15]=4[CH:14]=[CH:13][CH:12]=3)=[O:10])[CH2:4][C@H:5]3[C@@H:1]2[CH2:6]3)=[O:28])[N:26]=1, predict the reactants needed to synthesize it. The reactants are: [C@H:1]12[CH2:6][C@H:5]1[CH2:4][C@@H:3]([CH2:7][NH:8][C:9]([C:11]1[C:20]3[O:19][CH2:18][CH2:17][O:16][C:15]=3[CH:14]=[CH:13][CH:12]=1)=[O:10])[NH:2]2.[CH3:21][C:22]1[S:23][C:24]([C:30]2[CH:35]=[CH:34][CH:33]=[CH:32][C:31]=2[C:36]([F:39])([F:38])[F:37])=[C:25]([C:27](O)=[O:28])[N:26]=1.